From a dataset of Forward reaction prediction with 1.9M reactions from USPTO patents (1976-2016). Predict the product of the given reaction. (1) The product is: [CH2:1]([O:8][C:9]1[CH:10]=[C:11]2[C:15](=[CH:16][CH:17]=1)[N:14]([C@@H:18]([C:23]1[CH:28]=[CH:27][CH:26]=[CH:25][CH:24]=1)[C@H:19]([OH:22])[CH2:20][OH:21])[CH:13]=[CH:12]2)[C:2]1[CH:3]=[CH:4][CH:5]=[CH:6][CH:7]=1. Given the reactants [CH2:1]([O:8][C:9]1[CH:10]=[C:11]2[C:15](=[CH:16][CH:17]=1)[N:14]([C@@H:18]([C:23]1[CH:28]=[CH:27][CH:26]=[CH:25][CH:24]=1)[C@H:19]([OH:22])[CH2:20][OH:21])[CH2:13][CH2:12]2)[C:2]1[CH:7]=[CH:6][CH:5]=[CH:4][CH:3]=1.ClC1C(=O)C(C#N)=C(C#N)C(=O)C=1Cl, predict the reaction product. (2) Given the reactants [CH3:1][O:2][C:3](=[O:33])[CH:4]([C:9]1[CH:10]=[C:11]([C:23]2[CH:28]=[CH:27][C:26]([C:29]([F:32])([F:31])[F:30])=[CH:25][CH:24]=2)[CH:12]=[C:13](OS(C(F)(F)F)(=O)=O)[CH:14]=1)[CH2:5][CH:6]([CH3:8])[CH3:7].[CH2:34]1[C:43]2[C:38](=[CH:39][CH:40]=[CH:41][CH:42]=2)[CH2:37][CH2:36][NH:35]1, predict the reaction product. The product is: [CH3:1][O:2][C:3](=[O:33])[CH:4]([C:9]1[CH:10]=[C:11]([C:23]2[CH:28]=[CH:27][C:26]([C:29]([F:30])([F:32])[F:31])=[CH:25][CH:24]=2)[CH:12]=[C:13]([N:35]2[CH2:36][CH2:37][C:38]3[C:43](=[CH:42][CH:41]=[CH:40][CH:39]=3)[CH2:34]2)[CH:14]=1)[CH2:5][CH:6]([CH3:7])[CH3:8]. (3) Given the reactants C(Cl)(=O)C(Cl)=O.CS(C)=O.[CH2:11]([O:18][C:19]1[CH:24]=[CH:23][C:22]([S:25][CH3:26])=[CH:21][C:20]=1[C:27]([CH3:32])([CH3:31])[CH2:28][CH2:29][OH:30])[C:12]1[CH:17]=[CH:16][CH:15]=[CH:14][CH:13]=1.O, predict the reaction product. The product is: [CH2:11]([O:18][C:19]1[CH:24]=[CH:23][C:22]([S:25][CH3:26])=[CH:21][C:20]=1[C:27]([CH3:32])([CH3:31])[CH2:28][CH:29]=[O:30])[C:12]1[CH:13]=[CH:14][CH:15]=[CH:16][CH:17]=1. (4) Given the reactants [CH3:1][O:2][C:3]1[C:11]([C:12]#[N:13])=[C:6]2[N:7]=[CH:8][CH:9]=[CH:10][N:5]2[N:4]=1.N, predict the reaction product. The product is: [CH3:1][O:2][C:3]1[C:11]([CH2:12][NH2:13])=[C:6]2[N:7]=[CH:8][CH:9]=[CH:10][N:5]2[N:4]=1.